The task is: Predict the reactants needed to synthesize the given product.. This data is from Full USPTO retrosynthesis dataset with 1.9M reactions from patents (1976-2016). (1) Given the product [CH:20]1[C:14]2[N:13]3[C:9]([C@@H:7]4[C@H:6]([CH3:21])[CH2:5][CH:4]([CH:3]=[O:2])[CH2:8]4)=[CH:10][N:11]=[C:12]3[CH:17]=[N:16][C:15]=2[NH:18][CH:19]=1, predict the reactants needed to synthesize it. The reactants are: C[O:2][CH:3]=[C:4]1[CH2:8][C@H:7]([C:9]2[N:13]3[C:14]4[CH:20]=[CH:19][NH:18][C:15]=4[N:16]=[CH:17][C:12]3=[N:11][CH:10]=2)[C@H:6]([CH3:21])[CH2:5]1.Cl. (2) Given the product [N:5]1[NH:6][N:7]=[N:31][C:30]=1[CH:24]([C:18]1[CH:23]=[CH:22][CH:21]=[CH:20][CH:19]=1)[C:25]([O:27][CH2:28][CH3:29])=[O:26], predict the reactants needed to synthesize it. The reactants are: C[Si]([N:5]=[N+:6]=[N-:7])(C)C.C([Sn](=O)CCCC)CCC.[C:18]1([CH:24]([C:30]#[N:31])[C:25]([O:27][CH2:28][CH3:29])=[O:26])[CH:23]=[CH:22][CH:21]=[CH:20][CH:19]=1.